From a dataset of Forward reaction prediction with 1.9M reactions from USPTO patents (1976-2016). Predict the product of the given reaction. (1) The product is: [CH:1]12[CH2:7][CH:4]([CH2:5][CH2:6]1)[CH2:3][CH:2]2[CH2:8][C:9]([NH:11][C:13](=[O:14])[NH:37][C:34]1[CH:33]=[CH:32][C:31]([O:30][C:28]2[CH:27]=[CH:26][N:25]=[C:24]([C:22]3[CH:21]=[N:20][N:19]([CH3:18])[CH:23]=3)[CH:29]=2)=[CH:36][N:35]=1)=[O:10]. Given the reactants [CH:1]12[CH2:7][CH:4]([CH2:5][CH2:6]1)[CH2:3][CH:2]2[CH2:8][C:9]([NH2:11])=[O:10].C(Cl)(=O)[C:13](Cl)=[O:14].[CH3:18][N:19]1[CH:23]=[C:22]([C:24]2[CH:29]=[C:28]([O:30][C:31]3[CH:32]=[CH:33][C:34]([NH2:37])=[N:35][CH:36]=3)[CH:27]=[CH:26][N:25]=2)[CH:21]=[N:20]1.N1C=CC=CC=1, predict the reaction product. (2) Given the reactants Br[C:2]1[CH:3]=[N:4][N:5]([C:18]2[CH:23]=[CH:22][C:21]([F:24])=[CH:20][CH:19]=2)[C:6]=1[C:7]1[CH:17]=[CH:16][C:10]2[O:11][CH2:12][C:13](=[O:15])[NH:14][C:9]=2[CH:8]=1.C[C:26]([N:28](C)C)=O, predict the reaction product. The product is: [F:24][C:21]1[CH:22]=[CH:23][C:18]([N:5]2[C:6]([C:7]3[CH:17]=[CH:16][C:10]4[O:11][CH2:12][C:13](=[O:15])[NH:14][C:9]=4[CH:8]=3)=[C:2]([C:26]#[N:28])[CH:3]=[N:4]2)=[CH:19][CH:20]=1. (3) Given the reactants [I:1][C:2]1[C:3]([C:16](OCC)=[O:17])=[N:4][N:5]([CH2:7][C:8]2[CH:13]=[CH:12][C:11]([O:14][CH3:15])=[CH:10][CH:9]=2)[CH:6]=1.[Li+].[BH4-].O, predict the reaction product. The product is: [CH3:15][O:14][C:11]1[CH:10]=[CH:9][C:8]([CH2:7][N:5]2[CH:6]=[C:2]([I:1])[C:3]([CH2:16][OH:17])=[N:4]2)=[CH:13][CH:12]=1.